This data is from NCI-60 drug combinations with 297,098 pairs across 59 cell lines. The task is: Regression. Given two drug SMILES strings and cell line genomic features, predict the synergy score measuring deviation from expected non-interaction effect. Drug 1: CC1=C(C=C(C=C1)C(=O)NC2=CC(=CC(=C2)C(F)(F)F)N3C=C(N=C3)C)NC4=NC=CC(=N4)C5=CN=CC=C5. Drug 2: CC=C1C(=O)NC(C(=O)OC2CC(=O)NC(C(=O)NC(CSSCCC=C2)C(=O)N1)C(C)C)C(C)C. Cell line: U251. Synergy scores: CSS=18.2, Synergy_ZIP=-0.953, Synergy_Bliss=-2.43, Synergy_Loewe=-52.2, Synergy_HSA=-1.85.